From a dataset of Full USPTO retrosynthesis dataset with 1.9M reactions from patents (1976-2016). Predict the reactants needed to synthesize the given product. Given the product [F:1][C:2]1[CH:10]=[C:9]([N+:11]([O-:13])=[O:12])[CH:8]=[CH:7][C:3]=1[C:4]([O:6][C:24]([CH3:27])([CH3:26])[CH3:25])=[O:5], predict the reactants needed to synthesize it. The reactants are: [F:1][C:2]1[CH:10]=[C:9]([N+:11]([O-:13])=[O:12])[CH:8]=[CH:7][C:3]=1[C:4]([OH:6])=[O:5].C(N(CC)CC)C.C(OC(O[C:24]([CH3:27])([CH3:26])[CH3:25])=O)(O[C:24]([CH3:27])([CH3:26])[CH3:25])=O.